From a dataset of Full USPTO retrosynthesis dataset with 1.9M reactions from patents (1976-2016). Predict the reactants needed to synthesize the given product. (1) Given the product [CH:1]([N:14]1[CH2:17][CH:16]([NH2:23])[CH2:15]1)([C:8]1[CH:13]=[CH:12][CH:11]=[CH:10][CH:9]=1)[C:2]1[CH:7]=[CH:6][CH:5]=[CH:4][CH:3]=1, predict the reactants needed to synthesize it. The reactants are: [CH:1]([N:14]1[CH2:17][CH:16](OS(C)(=O)=O)[CH2:15]1)([C:8]1[CH:13]=[CH:12][CH:11]=[CH:10][CH:9]=1)[C:2]1[CH:7]=[CH:6][CH:5]=[CH:4][CH:3]=1.[N-:23]=[N+]=[N-].[Na+].C([O-])(O)=O.[Na+].C1(P(C2C=CC=CC=2)C2C=CC=CC=2)C=CC=CC=1.[NH4+].[OH-]. (2) Given the product [CH3:1][C:2]1[CH:3]=[C:4]([CH:30]=[CH:31][C:32]=1[S:33]([CH3:37])(=[N:34][C:35]#[N:36])=[O:40])[CH2:5][NH:6][C:7]([C:9]1[C:14](=[O:15])[C:13]([C:16]2[CH:21]=[CH:20][CH:19]=[C:18]([C:22]([F:25])([F:24])[F:23])[CH:17]=2)=[C:12]([CH3:26])[N:11]([CH:27]([CH3:29])[CH3:28])[CH:10]=1)=[O:8], predict the reactants needed to synthesize it. The reactants are: [CH3:1][C:2]1[CH:3]=[C:4]([CH:30]=[CH:31][C:32]=1[S:33]([CH3:37])=[N:34][C:35]#[N:36])[CH2:5][NH:6][C:7]([C:9]1[C:14](=[O:15])[C:13]([C:16]2[CH:21]=[CH:20][CH:19]=[C:18]([C:22]([F:25])([F:24])[F:23])[CH:17]=2)=[C:12]([CH3:26])[N:11]([CH:27]([CH3:29])[CH3:28])[CH:10]=1)=[O:8].C(O)(=[O:40])C.[Mn]([O-])(=O)(=O)=O.[K+].S([O-])([O-])(=O)=S.[Na+].[Na+].